This data is from Peptide-MHC class I binding affinity with 185,985 pairs from IEDB/IMGT. The task is: Regression. Given a peptide amino acid sequence and an MHC pseudo amino acid sequence, predict their binding affinity value. This is MHC class I binding data. (1) The peptide sequence is GTMPSLTM. The MHC is Mamu-A01 with pseudo-sequence Mamu-A01. The binding affinity (normalized) is 0.313. (2) The peptide sequence is QQLYTSPSF. The MHC is HLA-A69:01 with pseudo-sequence HLA-A69:01. The binding affinity (normalized) is 0.0847. (3) The peptide sequence is MSPGYVLGIF. The MHC is HLA-A26:01 with pseudo-sequence HLA-A26:01. The binding affinity (normalized) is 0.365. (4) The peptide sequence is FQWPALHEE. The MHC is HLA-B15:01 with pseudo-sequence HLA-B15:01. The binding affinity (normalized) is 0.0847. (5) The peptide sequence is RVHFHRFMY. The MHC is HLA-A26:01 with pseudo-sequence HLA-A26:01. The binding affinity (normalized) is 0.0847. (6) The peptide sequence is SSYRRPVGI. The MHC is H-2-Ld with pseudo-sequence H-2-Ld. The binding affinity (normalized) is 0. (7) The MHC is HLA-A02:01 with pseudo-sequence HLA-A02:01. The binding affinity (normalized) is 0.0847. The peptide sequence is LVRGNSPVF. (8) The peptide sequence is RVDKLTQGR. The MHC is HLA-B15:09 with pseudo-sequence HLA-B15:09. The binding affinity (normalized) is 0.0847. (9) The binding affinity (normalized) is 0.0553. The peptide sequence is SPRRNGYLV. The MHC is H-2-Db with pseudo-sequence H-2-Db. (10) The peptide sequence is IHFMREYWF. The MHC is HLA-B08:01 with pseudo-sequence HLA-B08:01. The binding affinity (normalized) is 0.169.